This data is from Forward reaction prediction with 1.9M reactions from USPTO patents (1976-2016). The task is: Predict the product of the given reaction. The product is: [CH2:1]([N:3]1[C:8]2[N:9]=[C:10]([NH:42][C:39]3[CH:40]=[CH:41][C:36]([N:33]4[CH2:34][CH2:35][N:30]([C:28]([O:27][C:23]([CH3:25])([CH3:24])[CH3:26])=[O:29])[CH2:31][CH2:32]4)=[C:37]([F:43])[CH:38]=3)[N:11]=[CH:12][C:7]=2[CH:6]=[C:5]([C:16]2[CH:21]=[CH:20][CH:19]=[CH:18][CH:17]=2)[C:4]1=[O:22])[CH3:2]. Given the reactants [CH2:1]([N:3]1[C:8]2[N:9]=[C:10](S(C)=O)[N:11]=[CH:12][C:7]=2[CH:6]=[C:5]([C:16]2[CH:21]=[CH:20][CH:19]=[CH:18][CH:17]=2)[C:4]1=[O:22])[CH3:2].[C:23]([O:27][C:28]([N:30]1[CH2:35][CH2:34][N:33]([C:36]2[CH:41]=[CH:40][C:39]([NH2:42])=[CH:38][C:37]=2[F:43])[CH2:32][CH2:31]1)=[O:29])([CH3:26])([CH3:25])[CH3:24], predict the reaction product.